Task: Predict the product of the given reaction.. Dataset: Forward reaction prediction with 1.9M reactions from USPTO patents (1976-2016) Given the reactants [N+:1]([C:4]1[CH:5]=[C:6]([CH:10]=[C:11]([C:13]([F:16])([F:15])[F:14])[CH:12]=1)[C:7]([OH:9])=O)([O-])=O.[CH3:17][N:18]([CH3:21])C=O.C(Cl)(=O)C(Cl)=O.NC1C[CH2:33][CH:32]([OH:35])[CH2:31]C1, predict the reaction product. The product is: [NH2:1][C:4]1[CH:5]=[C:6]([CH:10]=[C:11]([C:13]([F:16])([F:15])[F:14])[CH:12]=1)[C:7]([N:18]1[CH2:17][CH2:33][CH:32]([OH:35])[CH2:31][CH2:21]1)=[O:9].